This data is from Catalyst prediction with 721,799 reactions and 888 catalyst types from USPTO. The task is: Predict which catalyst facilitates the given reaction. (1) Reactant: [NH2:1][C:2]1[CH:7]=[CH:6][C:5]([CH2:8][C:9]([OH:11])=[O:10])=[C:4]([CH3:12])[CH:3]=1.[CH:13](OCC)(OCC)OCC.[N-:23]=[N+:24]=[N-:25].[Na+]. Product: [CH3:12][C:4]1[CH:3]=[C:2]([N:1]2[CH:13]=[N:25][N:24]=[N:23]2)[CH:7]=[CH:6][C:5]=1[CH2:8][C:9]([OH:11])=[O:10]. The catalyst class is: 15. (2) Reactant: [CH2:1]([O:3][C:4]([C:6]1[C:7]([CH3:26])=[N:8][C:9]([NH:13][CH2:14][C:15]#[C:16][C:17]2[CH:22]=[CH:21][CH:20]=[C:19]([O:23][CH3:24])[C:18]=2[F:25])=[N:10][C:11]=1[CH3:12])=[O:5])[CH3:2]. The catalyst class is: 50. Product: [CH2:1]([O:3][C:4]([C:6]1[C:11]([CH3:12])=[N:10][C:9]([NH:13][CH2:14][CH2:15][CH2:16][C:17]2[CH:22]=[CH:21][CH:20]=[C:19]([O:23][CH3:24])[C:18]=2[F:25])=[N:8][C:7]=1[CH3:26])=[O:5])[CH3:2]. (3) Reactant: [OH:1][CH2:2][CH2:3][CH2:4][N:5]1[C:13]2[C:12]([O:14][CH3:15])=[N:11][C:10]([N:16]3[CH:20]=[C:19]([C:21]([O:23][CH2:24][CH3:25])=[O:22])[CH:18]=[N:17]3)=[N:9][C:8]=2[CH:7]=[N:6]1.[C:26]1([C:32]2[CH:37]=[CH:36][C:35](O)=[CH:34][CH:33]=2)[CH:31]=[CH:30][CH:29]=[CH:28][CH:27]=1.C1(P(C2C=CC=CC=2)C2C=CC=CC=2)C=CC=CC=1.N(C(OC(C)C)=O)=NC(OC(C)C)=O. Product: [C:26]1([C:32]2[CH:33]=[CH:34][CH:35]=[CH:36][CH:37]=2)[CH:31]=[CH:30][C:29]([O:1][CH2:2][CH2:3][CH2:4][N:5]2[C:13]3[C:12]([O:14][CH3:15])=[N:11][C:10]([N:16]4[CH:20]=[C:19]([C:21]([O:23][CH2:24][CH3:25])=[O:22])[CH:18]=[N:17]4)=[N:9][C:8]=3[CH:7]=[N:6]2)=[CH:28][CH:27]=1. The catalyst class is: 7. (4) Reactant: C(CCC1C(CCCCCCOC2C=C(C3C=CC(F)=C(F)C=3)C=C(C(=O)N(C)C)C=2)=CC=CC=1OCCCC(O)=O)(O)=O.C([O:47][C:48](=[O:100])[CH2:49][CH2:50][CH2:51][O:52][C:53]1[CH:58]=[CH:57][CH:56]=[C:55]([CH2:59][CH2:60][CH2:61][CH2:62][CH2:63][CH2:64][O:65][C:66]2[CH:67]=[C:68]([C:86]3[CH:91]=[CH:90][CH:89]=[CH:88][C:87]=3[F:92])[CH:69]=[C:70]([C:72](=[O:85])[NH:73][CH2:74][C:75]3[CH:80]=[CH:79][CH:78]=[CH:77][C:76]=3[O:81][CH:82]([F:84])[F:83])[CH:71]=2)[C:54]=1[CH2:93][CH2:94][C:95]([O:97]CC)=[O:96])C.[OH-].[Na+]. Product: [C:95]([CH2:94][CH2:93][C:54]1[C:55]([CH2:59][CH2:60][CH2:61][CH2:62][CH2:63][CH2:64][O:65][C:66]2[CH:67]=[C:68]([C:86]3[CH:91]=[CH:90][CH:89]=[CH:88][C:87]=3[F:92])[CH:69]=[C:70]([C:72](=[O:85])[NH:73][CH2:74][C:75]3[CH:80]=[CH:79][CH:78]=[CH:77][C:76]=3[O:81][CH:82]([F:83])[F:84])[CH:71]=2)=[CH:56][CH:57]=[CH:58][C:53]=1[O:52][CH2:51][CH2:50][CH2:49][C:48]([OH:100])=[O:47])([OH:97])=[O:96]. The catalyst class is: 242. (5) Reactant: F[C:2]1[CH:9]=[CH:8][C:5]([CH:6]=[O:7])=[CH:4][CH:3]=1.[NH:10]1[CH:14]=[CH:13][N:12]=[CH:11]1.C(=O)([O-])[O-].[K+].[K+]. Product: [N:10]1([C:2]2[CH:9]=[CH:8][C:5]([CH:6]=[O:7])=[CH:4][CH:3]=2)[CH:14]=[CH:13][N:12]=[CH:11]1. The catalyst class is: 3.